Task: Predict the product of the given reaction.. Dataset: Forward reaction prediction with 1.9M reactions from USPTO patents (1976-2016) (1) Given the reactants Cl.Cl[C:3]1[C:12]2[C:7](=[CH:8][C:9]([O:15][CH2:16][CH:17]3[CH2:22][CH2:21][CH2:20][N:19]([CH3:23])[CH2:18]3)=[C:10]([O:13][CH3:14])[CH:11]=2)[N:6]=[CH:5][N:4]=1.[NH2:24][C:25]1[CH:26]=[C:27]([NH:32][C:33]([C:35]2[CH:40]=[CH:39][N:38]=[C:37]([N:41]3[CH2:46][CH2:45][O:44][CH2:43][CH2:42]3)[CH:36]=2)=[O:34])[CH:28]=[CH:29][C:30]=1[CH3:31], predict the reaction product. The product is: [CH3:14][O:13][C:10]1[CH:11]=[C:12]2[C:7](=[CH:8][C:9]=1[O:15][CH2:16][CH:17]1[CH2:22][CH2:21][CH2:20][N:19]([CH3:23])[CH2:18]1)[N:6]=[CH:5][N:4]=[C:3]2[NH:24][C:25]1[CH:26]=[C:27]([NH:32][C:33]([C:35]2[CH:40]=[CH:39][N:38]=[C:37]([N:41]3[CH2:46][CH2:45][O:44][CH2:43][CH2:42]3)[CH:36]=2)=[O:34])[CH:28]=[CH:29][C:30]=1[CH3:31]. (2) Given the reactants ClC(O[C:6](=[O:23])[O:7][C@H:8]1[CH2:13][CH2:12][CH2:11][N:10]([C:14](=[O:22])[C:15]2[CH:20]=[CH:19][C:18]([F:21])=[CH:17][CH:16]=2)[CH2:9]1)(Cl)Cl.[NH2:24][C:25]1[CH:30]=[CH:29][N:28]=[CH:27][CH:26]=1, predict the reaction product. The product is: [F:21][C:18]1[CH:17]=[CH:16][C:15]([C:14]([N:10]2[CH2:11][CH2:12][CH2:13][C@H:8]([O:7][C:6](=[O:23])[NH:24][C:25]3[CH:30]=[CH:29][N:28]=[CH:27][CH:26]=3)[CH2:9]2)=[O:22])=[CH:20][CH:19]=1. (3) Given the reactants [CH3:1][S:2][C:3]1[CH:8]=[CH:7][C:6]([CH:9]([C:26]2[CH:31]=[CH:30][C:29]([C:32]#[N:33])=[CH:28][CH:27]=2)[N:10]2[CH2:14][CH2:13][C@@H:12]([NH:15][C:16](=[O:25])[C:17]3[CH:22]=[CH:21][C:20]([C:23]#[N:24])=[CH:19][CH:18]=3)[CH2:11]2)=[CH:5][CH:4]=1.FC(F)(F)C(O)=[O:37].ClC1C=CC=C(C(OO)=O)C=1.C(=O)([O-])O.[Na+], predict the reaction product. The product is: [C:32]([C:29]1[CH:28]=[CH:27][C:26]([CH:9]([C:6]2[CH:5]=[CH:4][C:3]([S:2]([CH3:1])=[O:37])=[CH:8][CH:7]=2)[N:10]2[CH2:14][CH2:13][C@@H:12]([NH:15][C:16](=[O:25])[C:17]3[CH:22]=[CH:21][C:20]([C:23]#[N:24])=[CH:19][CH:18]=3)[CH2:11]2)=[CH:31][CH:30]=1)#[N:33]. (4) Given the reactants [CH2:1]([NH:5][C:6](=[O:15])[C@@H:7]([OH:14])[C@@H:8]([NH2:13])[CH2:9][CH2:10][CH2:11][CH3:12])[CH2:2][CH2:3][CH3:4].[N:16]1([C:22]([NH:24][C:25]2([C:31](O)=[O:32])[CH2:30][CH2:29][CH2:28][CH2:27][CH2:26]2)=[O:23])[CH2:21][CH2:20][O:19][CH2:18][CH2:17]1.ON1C2C=CC=CC=2N=N1.C(N=C=NCCCN(C)C)C, predict the reaction product. The product is: [OH:14][C@@H:7]([C@@H:8]([NH:13][C:31]([C:25]1([NH:24][C:22]([N:16]2[CH2:21][CH2:20][O:19][CH2:18][CH2:17]2)=[O:23])[CH2:26][CH2:27][CH2:28][CH2:29][CH2:30]1)=[O:32])[CH2:9][CH2:10][CH2:11][CH3:12])[C:6]([NH:5][CH2:1][CH2:2][CH2:3][CH3:4])=[O:15]. (5) Given the reactants [F:1][C:2]1[CH:23]=[CH:22][C:5]([CH2:6][NH:7][C:8]([C:10]2[S:14][C:13]([N:15]3[CH2:19][CH2:18][CH2:17][C:16]3=[O:20])=[N:12][C:11]=2[CH3:21])=[O:9])=[CH:4][CH:3]=1.C[Si]([N-][Si](C)(C)C)(C)C.[Li+].Br[CH2:35][C:36]1[CH:41]=[CH:40][C:39]([C:42]([F:45])([F:44])[F:43])=[CH:38][CH:37]=1.[Cl-].[NH4+], predict the reaction product. The product is: [F:1][C:2]1[CH:23]=[CH:22][C:5]([CH2:6][NH:7][C:8]([C:10]2[S:14][C:13]([N:15]3[CH2:19][CH2:18][CH:17]([CH2:35][C:36]4[CH:37]=[CH:38][C:39]([C:42]([F:43])([F:44])[F:45])=[CH:40][CH:41]=4)[C:16]3=[O:20])=[N:12][C:11]=2[CH3:21])=[O:9])=[CH:4][CH:3]=1. (6) Given the reactants Br[C:2]1[CH:28]=[C:27]([F:29])[C:5]2[N:6]([CH2:9][C:10]3[CH:26]=[CH:25][C:13]4[N:14]=[C:15]([NH:17][C@@H:18]5[CH2:23][CH2:22][CH2:21][CH2:20][C@H:19]5[OH:24])[S:16][C:12]=4[CH:11]=3)[CH:7]=[N:8][C:4]=2[CH:3]=1.[O:30]1[CH2:35][CH:34]=[C:33](B2OC(C)(C)C(C)(C)O2)[CH2:32][CH2:31]1.C(=O)([O-])[O-].[Na+].[Na+].O1CCOCC1, predict the reaction product. The product is: [O:30]1[CH2:31][CH:32]=[C:33]([C:2]2[CH:28]=[C:27]([F:29])[C:5]3[N:6]([CH2:9][C:10]4[CH:26]=[CH:25][C:13]5[N:14]=[C:15]([NH:17][C@@H:18]6[CH2:23][CH2:22][CH2:21][CH2:20][C@H:19]6[OH:24])[S:16][C:12]=5[CH:11]=4)[CH:7]=[N:8][C:4]=3[CH:3]=2)[CH2:34][CH2:35]1. (7) The product is: [F:14][C:15]([F:27])([F:26])[C:16]1[CH:21]=[CH:20][C:19]([C:2]2[CH:10]=[CH:9][C:5]([C:6]([OH:8])=[O:7])=[C:4]([N+:11]([O-:13])=[O:12])[CH:3]=2)=[CH:18][CH:17]=1. Given the reactants Br[C:2]1[CH:10]=[CH:9][C:5]([C:6]([OH:8])=[O:7])=[C:4]([N+:11]([O-:13])=[O:12])[CH:3]=1.[F:14][C:15]([F:27])([F:26])[C:16]1[CH:21]=[CH:20][C:19](OB(O)O)=[CH:18][CH:17]=1, predict the reaction product.